From a dataset of Forward reaction prediction with 1.9M reactions from USPTO patents (1976-2016). Predict the product of the given reaction. (1) Given the reactants [C:1]([O:5][C:6]([NH:8][C:9]1[CH:14]=[CH:13][N:12]([CH2:15][CH2:16][CH:17]([F:27])[CH2:18][N:19]2[CH:23]=[C:22]([C:24](O)=[O:25])[N:21]=[N:20]2)[C:11](=[O:28])[N:10]=1)=[O:7])([CH3:4])([CH3:3])[CH3:2].[F:29][C:30]([F:41])([F:40])[O:31][C:32]1[CH:33]=[C:34]([CH2:38][NH2:39])[CH:35]=[CH:36][CH:37]=1.CN(C(ON1N=NC2C=CC=NC1=2)=[N+](C)C)C.F[P-](F)(F)(F)(F)F.CCN(C(C)C)C(C)C, predict the reaction product. The product is: [F:27][CH:17]([CH2:18][N:19]1[CH:23]=[C:22]([C:24](=[O:25])[NH:39][CH2:38][C:34]2[CH:35]=[CH:36][CH:37]=[C:32]([O:31][C:30]([F:29])([F:40])[F:41])[CH:33]=2)[N:21]=[N:20]1)[CH2:16][CH2:15][N:12]1[CH:13]=[CH:14][C:9]([NH:8][C:6](=[O:7])[O:5][C:1]([CH3:3])([CH3:2])[CH3:4])=[N:10][C:11]1=[O:28]. (2) Given the reactants [Br:1][C:2]1[CH:3]=[C:4]2[C:8](=[CH:9][CH:10]=1)[NH:7][C:6]1[CH:11]([NH2:16])[CH2:12][CH2:13][CH2:14][CH2:15][C:5]2=1.Cl[C:18]1[N:23]=[CH:22][CH:21]=[CH:20][N:19]=1, predict the reaction product. The product is: [Br:1][C:2]1[CH:3]=[C:4]2[C:8](=[CH:9][CH:10]=1)[NH:7][C:6]1[CH:11]([NH:16][C:18]3[N:23]=[CH:22][CH:21]=[CH:20][N:19]=3)[CH2:12][CH2:13][CH2:14][CH2:15][C:5]2=1.